This data is from Catalyst prediction with 721,799 reactions and 888 catalyst types from USPTO. The task is: Predict which catalyst facilitates the given reaction. (1) Reactant: COC1C=CC(C[N:8]2[C:12]3=[N:13][CH:14]=[CH:15][C:16]([O:17][C:18]4[CH:33]=[CH:32][C:21]([C:22]([NH:24][C:25]5[CH:30]=[C:29]([CH3:31])[CH:28]=[CH:27][N:26]=5)=[O:23])=[CH:20][CH:19]=4)=[C:11]3[C:10]([NH:34][C@@H:35]3[CH2:40][CH2:39][CH2:38][NH:37][CH2:36]3)=[N:9]2)=CC=1. Product: [CH3:31][C:29]1[CH:28]=[CH:27][N:26]=[C:25]([NH:24][C:22](=[O:23])[C:21]2[CH:20]=[CH:19][C:18]([O:17][C:16]3[CH:15]=[CH:14][N:13]=[C:12]4[NH:8][N:9]=[C:10]([NH:34][C@@H:35]5[CH2:40][CH2:39][CH2:38][NH:37][CH2:36]5)[C:11]=34)=[CH:33][CH:32]=2)[CH:30]=1. The catalyst class is: 67. (2) Reactant: [CH2:1](/[C:3](/[C:11]#[C:12][C:13]1([OH:28])[C:24]([CH3:26])([CH3:25])[CH2:23][C:16]2(OC(C)C(C)[O:17]2)[CH:15]=[C:14]1[CH3:27])=[CH:4]/[C:5]([NH:7][CH2:8][CH2:9][CH3:10])=[O:6])[CH3:2].Cl.O. Product: [CH2:1](/[C:3](/[C:11]#[C:12][C:13]1([OH:28])[C:24]([CH3:26])([CH3:25])[CH2:23][C:16](=[O:17])[CH:15]=[C:14]1[CH3:27])=[CH:4]/[C:5]([NH:7][CH2:8][CH2:9][CH3:10])=[O:6])[CH3:2]. The catalyst class is: 21. (3) Reactant: [CH3:1][N:2]([CH3:31])[CH2:3][CH2:4][N:5]1[C:9]2=[CH:10][CH:11]=[C:12]3[C:17]([N:16]=[C:15]([C:18]4[CH:24]=[CH:23][C:21]([NH2:22])=[CH:20][CH:19]=4)[N:14]=[C:13]3[N:25]3[CH2:30][CH2:29][O:28][CH2:27][CH2:26]3)=[C:8]2[CH:7]=[CH:6]1.Cl[C:33](Cl)([O:35][C:36](=O)[O:37]C(Cl)(Cl)Cl)Cl. Product: [CH3:1][N:2]([CH3:31])[CH2:3][CH2:4][N:5]1[C:9]2=[CH:10][CH:11]=[C:12]3[C:17]([N:16]=[C:15]([C:18]4[CH:19]=[CH:20][C:21]([NH:22][C:36](=[O:37])[O:35][CH3:33])=[CH:23][CH:24]=4)[N:14]=[C:13]3[N:25]3[CH2:30][CH2:29][O:28][CH2:27][CH2:26]3)=[C:8]2[CH:7]=[CH:6]1. The catalyst class is: 5. (4) Reactant: C([O:4][C@@:5]1([C:13]#[CH:14])[CH:10]2[CH2:11][CH2:12][N:7]([CH2:8][CH2:9]2)[CH2:6]1)(=O)C.[H-].[Na+].O. Product: [C:13]([C@:5]1([OH:4])[CH:10]2[CH2:11][CH2:12][N:7]([CH2:8][CH2:9]2)[CH2:6]1)#[CH:14]. The catalyst class is: 5. (5) Reactant: [CH3:1][O:2][CH2:3][CH2:4][CH:5]([C:12]1[S:13][C:14]2[CH:21]=[C:20]([C:22]([F:25])([F:24])[F:23])[CH:19]=[CH:18][C:15]=2[C:16]=1[CH3:17])[CH2:6][C:7](OCC)=[O:8].[H-].C([Al+]CC(C)C)C(C)C.O. Product: [CH3:1][O:2][CH2:3][CH2:4][CH:5]([C:12]1[S:13][C:14]2[CH:21]=[C:20]([C:22]([F:23])([F:25])[F:24])[CH:19]=[CH:18][C:15]=2[C:16]=1[CH3:17])[CH2:6][CH2:7][OH:8]. The catalyst class is: 182. (6) Reactant: [N:1]1([C:8]([NH:10][C@@H:11]([CH2:15][CH:16]([CH3:18])[CH3:17])[C:12]([OH:14])=O)=[O:9])[CH2:7][CH2:6][CH2:5][CH2:4][CH2:3][CH2:2]1.CN1CCOCC1.[CH2:26]([O:33][C:34]1[CH:48]=[CH:47][C:37]([CH2:38][C@H:39]([NH2:46])[CH2:40][O:41][C:42]([CH3:45])([CH3:44])[CH3:43])=[CH:36][CH:35]=1)[C:27]1[CH:32]=[CH:31][CH:30]=[CH:29][CH:28]=1.C(OCC)C. Product: [CH2:26]([O:33][C:34]1[CH:35]=[CH:36][C:37]([CH2:38][CH:39]([NH:46][C:12]([CH:11]([NH:10][C:8]([N:1]2[CH2:2][CH2:3][CH2:4][CH2:5][CH2:6][CH2:7]2)=[O:9])[CH2:15][CH:16]([CH3:18])[CH3:17])=[O:14])[CH2:40][O:41][C:42]([CH3:44])([CH3:43])[CH3:45])=[CH:47][CH:48]=1)[C:27]1[CH:28]=[CH:29][CH:30]=[CH:31][CH:32]=1. The catalyst class is: 9. (7) Reactant: [NH2:1][C:2]1[CH:3]=[C:4]2[C:8](=[CH:9][CH:10]=1)[NH:7][C:6](=[O:11])[CH2:5]2.[CH3:12][S:13](Cl)(=[O:15])=[O:14]. Product: [O:11]=[C:6]1[CH2:5][C:4]2[C:8](=[CH:9][CH:10]=[C:2]([NH:1][S:13]([CH3:12])(=[O:15])=[O:14])[CH:3]=2)[NH:7]1. The catalyst class is: 4.